Dataset: Reaction yield outcomes from USPTO patents with 853,638 reactions. Task: Predict the reaction yield, written as a fraction of the theoretical maximum amount of product (1.0 means a 100% yield; for example, 0.34 means a 34% yield). (1) The reactants are [N+:1]([CH2:3][C:4]([O:6][CH2:7][CH3:8])=[O:5])#[C-:2].[C:9]([NH:13][S:14]([C:17]1[C:26]2[C:21](=[CH:22][CH:23]=[CH:24][CH:25]=2)[C:20]([C:27](Cl)=[O:28])=[CH:19][CH:18]=1)(=[O:16])=[O:15])([CH3:12])([CH3:11])[CH3:10].CCN(CC)CC. The catalyst is C1COCC1.CC(=O)OCC. The product is [C:9]([NH:13][S:14]([C:17]1[C:26]2[C:21](=[CH:22][CH:23]=[CH:24][CH:25]=2)[C:20]([C:27]2[O:28][CH:2]=[N:1][C:3]=2[C:4]([O:6][CH2:7][CH3:8])=[O:5])=[CH:19][CH:18]=1)(=[O:16])=[O:15])([CH3:12])([CH3:10])[CH3:11]. The yield is 0.470. (2) The reactants are [Cl:1][C:2]1[CH:7]=[CH:6][C:5]([C:8]2[CH2:12][CH2:11][CH2:10][CH:9]=2)=[CH:4][N:3]=1.C1C[O:16]CC1. No catalyst specified. The product is [Cl:1][C:2]1[CH:7]=[CH:6][C:5]([CH:8]2[CH2:12][CH2:11][CH2:10][CH2:9]2)=[CH:4][N:3]=1.[Cl:1][C:2]1[N:3]=[CH:4][C:5]([C:8]2([OH:16])[CH2:12][CH2:11][CH2:10][CH2:9]2)=[CH:6][CH:7]=1. The yield is 0.290.